The task is: Predict which catalyst facilitates the given reaction.. This data is from Catalyst prediction with 721,799 reactions and 888 catalyst types from USPTO. (1) Reactant: [CH3:1][O:2][C:3]1[CH:12]=[C:11]2[C:6]([CH:7]=[CH:8][CH:9]=[C:10]2[CH2:13][CH2:14][N:15]2C(=O)C3C(=CC=CC=3)C2=O)=[CH:5][CH:4]=1.[BH4-].[Na+].C(O)(=O)C. Product: [CH3:1][O:2][C:3]1[CH:12]=[C:11]2[C:6]([CH:7]=[CH:8][CH:9]=[C:10]2[CH2:13][CH2:14][NH2:15])=[CH:5][CH:4]=1. The catalyst class is: 378. (2) Reactant: C([O:3][C:4]([C:6]1[CH:11]=[CH:10][CH:9]=[C:8]([CH2:12][O:13][C:14]2[CH:19]=[CH:18][CH:17]=[C:16]([CH:20]3[N:24]([C:25](=[O:35])[C:26]4[C:31]([F:32])=[CH:30][C:29]([F:33])=[CH:28][C:27]=4[F:34])[N:23]=[C:22]([C:36]4[CH:41]=[CH:40][C:39]([F:42])=[CH:38][CH:37]=4)[S:21]3)[C:15]=2[O:43][CH2:44][C:45]#N)[N:7]=1)=[O:5])C.[Li+].[OH-:48].C1[CH2:53][O:52]CC1. Product: [F:42][C:39]1[CH:40]=[CH:41][C:36]([C:22]2[S:21][CH:20]([C:16]3[C:15]([O:43][CH2:44][C:45]([O:52][CH3:53])=[O:48])=[C:14]([CH:19]=[CH:18][CH:17]=3)[O:13][CH2:12][C:8]3[N:7]=[C:6]([C:4]([OH:3])=[O:5])[CH:11]=[CH:10][CH:9]=3)[N:24]([C:25](=[O:35])[C:26]3[C:27]([F:34])=[CH:28][C:29]([F:33])=[CH:30][C:31]=3[F:32])[N:23]=2)=[CH:37][CH:38]=1. The catalyst class is: 5. (3) Reactant: Br[C:2]1[N:7]=[C:6]2[C:8]([C:30]([NH:32][C:33]([CH3:36])([CH3:35])[CH3:34])=[O:31])=[CH:9][N:10]([C:11]([C:24]3[CH:29]=[CH:28][CH:27]=[CH:26][CH:25]=3)([C:18]3[CH:23]=[CH:22][CH:21]=[CH:20][CH:19]=3)[C:12]3[CH:17]=[CH:16][CH:15]=[CH:14][CH:13]=3)[C:5]2=[N:4][CH:3]=1.[F:37][CH:38]([F:62])[O:39][C:40]1[CH:41]=[C:42]2[C:46](=[CH:47][CH:48]=1)[NH:45][N:44]=[C:43]2[Sn](CCCC)(CCCC)CCCC. Product: [C:33]([NH:32][C:30]([C:8]1[C:6]2=[N:7][C:2]([C:43]3[C:42]4[C:46](=[CH:47][CH:48]=[C:40]([O:39][CH:38]([F:37])[F:62])[CH:41]=4)[NH:45][N:44]=3)=[CH:3][N:4]=[C:5]2[N:10]([C:11]([C:18]2[CH:19]=[CH:20][CH:21]=[CH:22][CH:23]=2)([C:12]2[CH:17]=[CH:16][CH:15]=[CH:14][CH:13]=2)[C:24]2[CH:25]=[CH:26][CH:27]=[CH:28][CH:29]=2)[CH:9]=1)=[O:31])([CH3:36])([CH3:34])[CH3:35]. The catalyst class is: 441. (4) The catalyst class is: 6. Product: [CH2:2]([NH:9][C:10]([C:12]1[C:21](=[O:22])[C:20]2[C:15](=[CH:16][CH:17]=[C:18]([O:23][CH2:24][CH3:25])[N:19]=2)[NH:14][CH:13]=1)=[O:11])[C:3]1[CH:8]=[CH:7][CH:6]=[CH:5][CH:4]=1. Reactant: [K].[CH2:2]([NH:9][C:10]([C:12]1[C:21](=[O:22])[C:20]2[C:15](=[CH:16][CH:17]=[C:18]([O:23][CH2:24][CH3:25])[N:19]=2)[NH:14][CH:13]=1)=[O:11])[C:3]1[CH:8]=[CH:7][CH:6]=[CH:5][CH:4]=1. (5) Reactant: [CH2:1]([C:4]1[CH:9]=[CH:8][C:7]([S:10](Cl)(=[O:12])=[O:11])=[CH:6][CH:5]=1)[CH2:2][CH3:3].N1C=CC=CC=1.[NH2:20][C:21]1[CH:22]=[CH:23][C:24]2[O:28][C:27]([CH3:29])=[N:26][C:25]=2[CH:30]=1.C([O-])(O)=O.[Na+]. Product: [CH3:29][C:27]1[O:28][C:24]2[CH:23]=[CH:22][C:21]([NH:20][S:10]([C:7]3[CH:8]=[CH:9][C:4]([CH2:1][CH2:2][CH3:3])=[CH:5][CH:6]=3)(=[O:12])=[O:11])=[CH:30][C:25]=2[N:26]=1. The catalyst class is: 4. (6) Reactant: [NH:1]1[CH2:5][CH2:4][CH2:3][CH2:2]1.[Cl:6][C:7]1[CH:8]=[C:9]2[CH:15]=[C:14]([C:16]([NH:18][C@@H:19]([CH2:25][C:26]3[CH:31]=[CH:30][CH:29]=[CH:28][CH:27]=3)[C@H:20]([OH:24])[C:21](O)=[O:22])=[O:17])[NH:13][C:10]2=[CH:11][N:12]=1.C1C=CC2N(O)N=NC=2C=1.CCN(C(C)C)C(C)C.CCN=C=NCCCN(C)C. Product: [CH2:25]([C@H:19]([NH:18][C:16]([C:14]1[NH:13][C:10]2=[CH:11][N:12]=[C:7]([Cl:6])[CH:8]=[C:9]2[CH:15]=1)=[O:17])[C@H:20]([OH:24])[C:21](=[O:22])[N:1]1[CH2:5][CH2:4][CH2:3][CH2:2]1)[C:26]1[CH:31]=[CH:30][CH:29]=[CH:28][CH:27]=1. The catalyst class is: 163. (7) Reactant: [CH3:1][C:2]1[CH:7]=[CH:6][C:5]([S:8]([N-:11]Cl)(=[O:10])=[O:9])=[CH:4][CH:3]=1.O.O.O.[Na+].[CH3:17][S:18][C:19]1[CH:24]=[CH:23][C:22]([N+:25]([O-:27])=[O:26])=[CH:21][CH:20]=1. Product: [CH3:17][S:18]([C:19]1[CH:20]=[CH:21][C:22]([N+:25]([O-:27])=[O:26])=[CH:23][CH:24]=1)=[N:11][S:8]([C:5]1[CH:6]=[CH:7][C:2]([CH3:1])=[CH:3][CH:4]=1)(=[O:10])=[O:9]. The catalyst class is: 115.